The task is: Predict which catalyst facilitates the given reaction.. This data is from Catalyst prediction with 721,799 reactions and 888 catalyst types from USPTO. (1) Reactant: [CH2:1]([O:3][C:4]([C:6]1[C:14]2[C:9](=[CH:10][C:11]([O:15][Si:16]([C:29]([CH3:32])([CH3:31])[CH3:30])([C:23]3[CH:28]=[CH:27][CH:26]=[CH:25][CH:24]=3)[C:17]3[CH:22]=[CH:21][CH:20]=[CH:19][CH:18]=3)=[CH:12][CH:13]=2)[NH:8][N:7]=1)=[O:5])[CH3:2].[O:33]1[CH:38]=[CH:37][CH2:36][CH2:35][CH2:34]1.O.C1(C)C(S(O)(=O)=O)=CC=CC=1.C(=O)([O-])O.[Na+]. Product: [CH2:1]([O:3][C:4]([C:6]1[C:14]2[C:9](=[CH:10][C:11]([O:15][Si:16]([C:29]([CH3:31])([CH3:30])[CH3:32])([C:23]3[CH:24]=[CH:25][CH:26]=[CH:27][CH:28]=3)[C:17]3[CH:22]=[CH:21][CH:20]=[CH:19][CH:18]=3)=[CH:12][CH:13]=2)[N:8]([CH:34]2[CH2:35][CH2:36][CH2:37][CH2:38][O:33]2)[N:7]=1)=[O:5])[CH3:2]. The catalyst class is: 11. (2) Reactant: [CH3:1][N:2]1[CH:10]=[C:9]2[C:4]([C:5]([CH2:15][O:16][CH2:17][C:18]3([C:31]4[CH:36]=[CH:35][CH:34]=[CH:33][CH:32]=4)[CH2:23][CH2:22][N:21](C(OC(C)(C)C)=O)[CH2:20][CH2:19]3)=[CH:6][C:7]([C:11]([F:14])([F:13])[F:12])=[CH:8]2)=[N:3]1. Product: [CH3:1][N:2]1[CH:10]=[C:9]2[C:4]([C:5]([CH2:15][O:16][CH2:17][C:18]3([C:31]4[CH:32]=[CH:33][CH:34]=[CH:35][CH:36]=4)[CH2:19][CH2:20][NH:21][CH2:22][CH2:23]3)=[CH:6][C:7]([C:11]([F:12])([F:14])[F:13])=[CH:8]2)=[N:3]1. The catalyst class is: 55. (3) Reactant: CC1C=CC(S(O[CH2:12][CH2:13][C@H:14]2[CH2:17][CH2:16][O:15]2)(=O)=O)=CC=1.[N-:18]=[N+:19]=[N-:20].[Na+].O. Product: [N:18]([CH2:12][CH2:13][C@H:14]1[CH2:17][CH2:16][O:15]1)=[N+:19]=[N-:20]. The catalyst class is: 16. (4) Reactant: [CH2:1]([O:8][C:9](=[O:19])[C:10]1[C:15]([Cl:16])=[CH:14][CH:13]=[C:12]([NH2:17])[C:11]=1[F:18])[C:2]1[CH:7]=[CH:6][CH:5]=[CH:4][CH:3]=1.N1C=CC=CC=1.[CH2:26]([S:29](Cl)(=[O:31])=[O:30])[CH2:27][CH3:28].O. Product: [CH2:1]([O:8][C:9](=[O:19])[C:10]1[C:15]([Cl:16])=[CH:14][CH:13]=[C:12]([NH:17][S:29]([CH2:26][CH2:27][CH3:28])(=[O:31])=[O:30])[C:11]=1[F:18])[C:2]1[CH:3]=[CH:4][CH:5]=[CH:6][CH:7]=1. The catalyst class is: 4. (5) Reactant: [O:1]1[CH2:5][CH2:4][N:3]=[C:2]1[C:6]1[NH:10][C:9]([C:11]2[CH:12]=[C:13]([CH:25]=[C:26]([O:28][C@@H:29]([CH3:33])[CH2:30][O:31]C)[CH:27]=2)[O:14][C:15]2[CH:16]=[CH:17][C:18]([S:21]([CH3:24])(=[O:23])=[O:22])=[N:19][CH:20]=2)=[CH:8][CH:7]=1.B(Br)(Br)Br.[Cl-].[NH4+]. Product: [O:1]1[CH2:5][CH2:4][N:3]=[C:2]1[C:6]1[NH:10][C:9]([C:11]2[CH:27]=[C:26]([CH:25]=[C:13]([O:14][C:15]3[CH:20]=[N:19][C:18]([S:21]([CH3:24])(=[O:22])=[O:23])=[CH:17][CH:16]=3)[CH:12]=2)[O:28][C@@H:29]([CH3:33])[CH2:30][OH:31])=[CH:8][CH:7]=1. The catalyst class is: 2. (6) Reactant: C1(P(C2C=CC=CC=2)C2C=CC=CC=2)C=CC=CC=1.CC(OC(/N=N/C(OC(C)C)=O)=O)C.[OH:34][C@H:35]1[CH2:39][CH2:38][NH:37][C:36]1=[O:40].[F:41][C:42]1[CH:55]=[CH:54][C:45]([O:46][C:47]2[N:52]=[CH:51][C:50](O)=[CH:49][CH:48]=2)=[CH:44][CH:43]=1. Product: [F:41][C:42]1[CH:43]=[CH:44][C:45]([O:46][C:47]2[N:52]=[CH:51][C:50]([O:34][C@@H:35]3[CH2:39][CH2:38][NH:37][C:36]3=[O:40])=[CH:49][CH:48]=2)=[CH:54][CH:55]=1. The catalyst class is: 168.